Dataset: Forward reaction prediction with 1.9M reactions from USPTO patents (1976-2016). Task: Predict the product of the given reaction. (1) The product is: [I-:49].[CH3:37][N+:34]1([CH2:48][O:47][C:45](=[O:46])[CH2:44][C:38]2[CH:39]=[CH:40][CH:41]=[CH:42][CH:43]=2)[CH2:33][CH2:32][N:31]([CH2:30][C:27]2[CH:28]=[CH:29][C:24]([C:22](=[O:23])[NH:21][C:5]3[CH:4]=[CH:3][C:2]([CH3:1])=[C:7]([NH:8][C:9]4[N:14]=[C:13]([C:15]5[CH:20]=[N:19][CH:18]=[CH:17][CH:16]=5)[CH:12]=[CH:11][N:10]=4)[CH:6]=3)=[CH:25][CH:26]=2)[CH2:36][CH2:35]1. Given the reactants [CH3:1][C:2]1[CH:3]=[CH:4][C:5]([NH:21][C:22]([C:24]2[CH:25]=[CH:26][C:27]([CH2:30][N:31]3[CH2:36][CH2:35][N:34]([CH3:37])[CH2:33][CH2:32]3)=[CH:28][CH:29]=2)=[O:23])=[CH:6][C:7]=1[NH:8][C:9]1[N:10]=[CH:11][CH:12]=[C:13]([C:15]2[CH:16]=[CH:17][CH:18]=[N:19][CH:20]=2)[N:14]=1.[C:38]1([CH2:44][C:45]([O:47][CH2:48][I:49])=[O:46])[CH:43]=[CH:42][CH:41]=[CH:40][CH:39]=1, predict the reaction product. (2) The product is: [ClH:1].[C:6](=[O:12])([O:7][CH2:8][CH2:14][NH:13][CH3:18])[O:5][CH2:2][CH3:20]. Given the reactants [Cl:1][C:2]([O:5][C:6](=[O:12])[O:7][C:8](Cl)(Cl)Cl)(Cl)Cl.[N:13]1[CH:18]=CC=C[CH:14]=1.O1CCC[CH2:20]1, predict the reaction product. (3) Given the reactants CN(C(ON1N=NC2C=CC=CC1=2)=[N+](C)C)C.[B-](F)(F)(F)F.C(O)(=O)C.[F:27][C:28]([F:48])([F:47])[O:29][C:30]1[CH:35]=[CH:34][C:33]([N:36]2[CH2:40][CH2:39][C:38]3([CH2:45][CH2:44][NH:43][CH2:42][CH2:41]3)[C:37]2=[O:46])=[CH:32][CH:31]=1.[CH:49]([O:52][CH2:53][C:54](O)=[O:55])([CH3:51])[CH3:50], predict the reaction product. The product is: [CH:49]([O:52][CH2:53][C:54]([N:43]1[CH2:42][CH2:41][C:38]2([C:37](=[O:46])[N:36]([C:33]3[CH:34]=[CH:35][C:30]([O:29][C:28]([F:27])([F:47])[F:48])=[CH:31][CH:32]=3)[CH2:40][CH2:39]2)[CH2:45][CH2:44]1)=[O:55])([CH3:51])[CH3:50].